This data is from Forward reaction prediction with 1.9M reactions from USPTO patents (1976-2016). The task is: Predict the product of the given reaction. Given the reactants Br[CH2:2][C:3]1[CH:8]=[CH:7][CH:6]=[C:5]([CH3:9])[N:4]=1.C[Si]([C:14]#[N:15])(C)C.CCCC[N+](CCCC)(CCCC)CCCC.[F-].[NH4+].[OH-], predict the reaction product. The product is: [CH3:9][C:5]1[N:4]=[C:3]([CH2:2][C:14]#[N:15])[CH:8]=[CH:7][CH:6]=1.